Dataset: Full USPTO retrosynthesis dataset with 1.9M reactions from patents (1976-2016). Task: Predict the reactants needed to synthesize the given product. (1) Given the product [CH2:1]([N:8]1[C:12]([C:13]2[C:14]([O:22][CH3:23])=[CH:15][CH:16]=[CH:17][C:18]=2[NH2:19])=[N:11][N:10]=[N:9]1)[C:2]1[CH:7]=[CH:6][CH:5]=[CH:4][CH:3]=1, predict the reactants needed to synthesize it. The reactants are: [CH2:1]([N:8]1[C:12]([C:13]2[C:18]([N+:19]([O-])=O)=[CH:17][CH:16]=[CH:15][C:14]=2[O:22][CH3:23])=[N:11][N:10]=[N:9]1)[C:2]1[CH:7]=[CH:6][CH:5]=[CH:4][CH:3]=1.[H][H]. (2) The reactants are: [S:1]1[CH:5]=[CH:4][CH:3]=[C:2]1[CH:6]=O.[CH3:8][O:9][CH2:10][CH2:11][NH2:12].[C:13]1(=[O:24])[O:19][C:17](=O)[C:16]2=[CH:20][CH:21]=[CH:22][CH:23]=[C:15]2[CH2:14]1.[N:25]1([C:30]2[CH:31]=[C:32]([CH:34]=[CH:35][CH:36]=2)[NH2:33])[CH:29]=[CH:28][CH:27]=[CH:26]1. Given the product [N:25]1([C:30]2[CH:31]=[C:32]([NH:33][C:13]([CH:14]3[C:15]4[C:16](=[CH:20][CH:21]=[CH:22][CH:23]=4)[C:17](=[O:19])[N:12]([CH2:11][CH2:10][O:9][CH3:8])[CH:6]3[C:2]3[S:1][CH:5]=[CH:4][CH:3]=3)=[O:24])[CH:34]=[CH:35][CH:36]=2)[CH:26]=[CH:27][CH:28]=[CH:29]1, predict the reactants needed to synthesize it.